From a dataset of Full USPTO retrosynthesis dataset with 1.9M reactions from patents (1976-2016). Predict the reactants needed to synthesize the given product. (1) Given the product [CH2:1]([C:8]1([OH:23])[CH2:13][CH2:12][N:11]([C:14]([C:16]2[C:17]([C:27]3[CH:28]=[CH:29][N:24]=[CH:25][CH:26]=3)=[N:18][CH:19]=[CH:20][CH:21]=2)=[O:15])[CH2:10][CH2:9]1)[C:2]1[CH:7]=[CH:6][CH:5]=[CH:4][CH:3]=1, predict the reactants needed to synthesize it. The reactants are: [CH2:1]([C:8]1([OH:23])[CH2:13][CH2:12][N:11]([C:14]([C:16]2[C:17](Cl)=[N:18][CH:19]=[CH:20][CH:21]=2)=[O:15])[CH2:10][CH2:9]1)[C:2]1[CH:7]=[CH:6][CH:5]=[CH:4][CH:3]=1.[N:24]1[CH:29]=[CH:28][C:27](B(O)O)=[CH:26][CH:25]=1.C(=O)([O-])[O-].[Na+].[Na+].CN(C=O)C. (2) Given the product [CH:1]1([C:7]2[C:8]3[CH:9]=[CH:10][C:11]([C:31](=[O:39])[NH:32][S:33]([CH:36]4[CH2:37][CH2:38]4)(=[O:35])=[O:34])=[CH:12][C:13]=3[N:14]3[CH2:20][C:19]([C:21]([OH:23])=[O:22])=[CH:18][C:17]4[CH:25]=[C:26]([O:29][CH3:30])[CH:27]=[CH:28][C:16]=4[C:15]=23)[CH2:2][CH2:3][CH2:4][CH2:5][CH2:6]1, predict the reactants needed to synthesize it. The reactants are: [CH:1]1([C:7]2[C:8]3[CH:9]=[CH:10][C:11]([C:31](=[O:39])[NH:32][S:33]([CH:36]4[CH2:38][CH2:37]4)(=[O:35])=[O:34])=[CH:12][C:13]=3[N:14]3[CH2:20][C:19]([C:21]([O:23]C)=[O:22])=[CH:18][C:17]4[CH:25]=[C:26]([O:29][CH3:30])[CH:27]=[CH:28][C:16]=4[C:15]=23)[CH2:6][CH2:5][CH2:4][CH2:3][CH2:2]1.[OH-].[Na+].Cl.C1COCC1. (3) Given the product [S:43]([C:40]1[CH:41]=[CH:42][C:37]([CH3:47])=[CH:38][CH:39]=1)([OH:46])(=[O:45])=[O:44].[CH3:5][C:2]([C:6]1[CH:7]=[CH:8][C:9]([N:12]2[C:24]3[C:23]4[CH:22]=[C:21]([C:25]5[CH:26]=[N:27][C:28]6[C:33]([CH:34]=5)=[CH:32][CH:31]=[CH:30][CH:29]=6)[CH:20]=[CH:19][C:18]=4[N:17]=[CH:16][C:15]=3[N:14]([CH3:35])[C:13]2=[O:36])=[CH:10][CH:11]=1)([CH3:1])[C:3]#[N:4], predict the reactants needed to synthesize it. The reactants are: [CH3:1][C:2]([C:6]1[CH:11]=[CH:10][C:9]([N:12]2[C:24]3[C:23]4[CH:22]=[C:21]([C:25]5[CH:26]=[N:27][C:28]6[C:33]([CH:34]=5)=[CH:32][CH:31]=[CH:30][CH:29]=6)[CH:20]=[CH:19][C:18]=4[N:17]=[CH:16][C:15]=3[N:14]([CH3:35])[C:13]2=[O:36])=[CH:8][CH:7]=1)([CH3:5])[C:3]#[N:4].[C:37]1([CH3:47])[CH:42]=[CH:41][C:40]([S:43]([OH:46])(=[O:45])=[O:44])=[CH:39][CH:38]=1. (4) The reactants are: [Br:1][C:2]1[C:3]([F:13])=[C:4]([OH:12])[C:5]([C:8]([CH3:11])([CH3:10])[CH3:9])=[CH:6][CH:7]=1.Cl[C:15]1[N:20]=[CH:19][CH:18]=[CH:17][N:16]=1.C(=O)([O-])[O-].[Cs+].[Cs+]. Given the product [Br:1][C:2]1[C:3]([F:13])=[C:4]([C:5]([C:8]([CH3:10])([CH3:9])[CH3:11])=[CH:6][CH:7]=1)[O:12][C:15]1[N:20]=[CH:19][CH:18]=[CH:17][N:16]=1, predict the reactants needed to synthesize it. (5) Given the product [Br:1][C:2]1[CH:34]=[CH:33][CH:32]=[C:31]2[C:3]=1[CH2:4][N:5]([C:11]1[CH:16]=[C:15]([S:17]([N:20]3[C:29]4[C:24](=[CH:25][CH:26]=[CH:27][CH:28]=4)[CH2:23][CH2:22][CH2:21]3)(=[O:19])=[O:18])[CH:14]=[CH:13][C:12]=1[Cl:30])[C:6](=[O:10])[NH:35]2, predict the reactants needed to synthesize it. The reactants are: [Br:1][C:2]1[CH:34]=[CH:33][CH:32]=[C:31]([N+:35]([O-])=O)[C:3]=1[CH2:4][N:5]([C:11]1[CH:16]=[C:15]([S:17]([N:20]2[C:29]3[C:24](=[CH:25][CH:26]=[CH:27][CH:28]=3)[CH2:23][CH2:22][CH2:21]2)(=[O:19])=[O:18])[CH:14]=[CH:13][C:12]=1[Cl:30])[C:6](=[O:10])OCC. (6) Given the product [Br:1][C:2]1[CH:3]=[CH:4][C:5]([NH:8][C:9]2[O:10][C:11]3[C:17]([CH2:18][CH2:19][CH2:20][O:21][S:24]([CH3:23])(=[O:26])=[O:25])=[CH:16][C:15]([CH3:22])=[CH:14][C:12]=3[N:13]=2)=[CH:6][CH:7]=1, predict the reactants needed to synthesize it. The reactants are: [Br:1][C:2]1[CH:7]=[CH:6][C:5]([NH:8][C:9]2[O:10][C:11]3[C:17]([CH2:18][CH2:19][CH2:20][OH:21])=[CH:16][C:15]([CH3:22])=[CH:14][C:12]=3[N:13]=2)=[CH:4][CH:3]=1.[CH3:23][S:24](Cl)(=[O:26])=[O:25].